Dataset: Tyrosyl-DNA phosphodiesterase HTS with 341,365 compounds. Task: Binary Classification. Given a drug SMILES string, predict its activity (active/inactive) in a high-throughput screening assay against a specified biological target. (1) The drug is Clc1c(C(=O)Nc2c(C(=O)NCc3cccnc3)cccc2)ccc(Cl)c1. The result is 0 (inactive). (2) The compound is O1C(CCC1)CNC(=O)CS(=O)Cc1nc(oc1C)c1ccc(OC)cc1. The result is 0 (inactive). (3) The drug is o1c(nc2c1cccc2)c1c2c(n(CCCOC)c1N)c(=O)n(nc2[N+]([O-])=O)CC. The result is 1 (active). (4) The compound is O(c1cc(cc(c1)C)C)CC(=O)Nc1ccc(n2nnnc2)cc1. The result is 0 (inactive).